Dataset: Experimentally validated miRNA-target interactions with 360,000+ pairs, plus equal number of negative samples. Task: Binary Classification. Given a miRNA mature sequence and a target amino acid sequence, predict their likelihood of interaction. (1) The miRNA is mmu-miR-495-3p with sequence AAACAAACAUGGUGCACUUCUU. Result: 1 (interaction). The protein sequence of the target gene is MGRKKIQITRIMDERNRQVTFTKRKFGLMKKAYELSVLCDCEIALIIFNSTNKLFQYASTDMDKVLLKYTEYNEPHESRTNSDIVETLRKKGLNGCDSPDPDADDSVGHSPESEDKYRKINEDIDLMISRQRLCAVPPPSFEMPVTIPVSSHNSLVYSNPVSTLGNPNLLPLAHPSLQRNSMSPGVTHRPPSAGNTGGLMGGDLTSGAGTSAGNGYGNPRNSPGLLVSPGNLNKNIQAKSPPPMNLGMNNRKPDLRVLIPPGSKNTMPSVSEDVDLLLNQRINNSQSAQSLATPVVSVAT.... (2) The miRNA is mmu-miR-3086-3p with sequence CCCAAUGAGCCUACAGUCUAAG. The protein sequence of the target gene is MLLSGGDPPAQEWFMVQTKSKPRVQRQRLQVQRIFRVKLNAFQSRPDTPYFWLQLEGPRENMGKAKEYLKGLCSPELWKEVRYPPILHCAFLGAQGLFLDCLCWSTLAYLVPGPPGSLMVGGLTESFIMTQNWLEELVGRLRWGPAPLLTPRGIWEAEVTRAFGALVWIRGDQHAGDLLQLPPAVQELLLSLVRDAAGKEDIIEWLSRFGISDSHSDPEVLICPPQQQKEAPAMVSVGESPGPFVDMGTLQNRGPENSKRLSSLGATGSLITAQSTPQEAANQLVRVGSNNQDGMDSAQE.... Result: 0 (no interaction). (3) The miRNA is hsa-miR-4487 with sequence AGAGCUGGCUGAAGGGCAG. The protein sequence of the target gene is MADSVKTFLQDLARGIKDSIWGICTISKLDARIQQKREEQRRRRASSVLAQRRAQSIERKQESEPRIVSRIFQCCAWNGGVFWFSLLLFYRVFIPVLQSVTARIIGDPSLHGDVWSWLEFFLTSIFSALWVLPLFVLSKVVNAIWFQDIADLAFEVSGRKPHPFPSVSKIIADMLFNLLLQALFLIQGMFVSLFPIHLVGQLVSLLHMSLLYSLYCFEYRWFNKGIEMHQRLSNIERNWPYYFGFGLPLAFLTAMQSSYIISGCLFSILFPLFIISANEAKTPGKAYLFQLRLFSLVVFL.... Result: 0 (no interaction). (4) The miRNA is hsa-miR-199b-5p with sequence CCCAGUGUUUAGACUAUCUGUUC. The protein sequence of the target gene is MSVMVVRKKVTRKWEKLPGRNTFCCDGRVMMARQKGIFYLTLFLILGTCTLFFAFECRYLAVQLSPAIPVFAAMLFLFSMATLLRTSFSDPGVIPRALPDEAAFIEMEIEATNGAVPQGQRPPPRIKNFQINNQIVKLKYCYTCKIFRPPRASHCSICDNCVERFDHHCPWVGNCVGKRNYRYFYLFILSLSLLTIYVFAFNIVYVALKSLKIGFLETLKETPGTVLEVLICFFTLWSVVGLTGFHTFLVALNQTTNEDIKGSWTGKNRVQNPYSHGNIVKNCCEVLCGPLPPSVLDRRG.... Result: 1 (interaction). (5) The miRNA is hsa-miR-922 with sequence GCAGCAGAGAAUAGGACUACGUC. The protein sequence of the target gene is MTTLRAFTCDDLFRFNNINLDPLTETYGIPFYLQYLAHWPEYFIVAEAPGGELMGYIMGKAEGSVAREEWHGHVTALSVAPEFRRLGLAAKLMELLEEISERKGGFFVDLFVRVSNQVAVNMYKQLGYSVYRTVIEYYSASNGEPDEDAYDMRKALSRDTEKKSIIPLPHPVRPEDIE. Result: 0 (no interaction). (6) The miRNA is hsa-miR-3150b-3p with sequence UGAGGAGAUCGUCGAGGUUGG. The protein sequence of the target gene is MAAAAAGTATSQRFFQSFSDALIDEDPQAALEELTKALEQKPDDAQYYCQRAYCHILLGNYCVAVADAKKSLELNPNNSTAMLRKGICEYHEKNYAAALETFTEGQKLDIETGFHRVGQAGLQLLTSSDPPALDSQSAGITGADANFSVWIKRCQEAQNGSESEVWTHQSKIKYDWYQTESQVVITLMIKNVQKNDVNVEFSEKELSALVKLPSGEDYNLKLELLHPIIPEQSTFKVLSTKIEIKLKKPEAVRWEKLEGQGDVPTPKQFVADVKNLYPSSSPYTRNWDKLVGEIKEEEKN.... Result: 1 (interaction). (7) The miRNA is hsa-miR-4802-3p with sequence UACAUGGAUGGAAACCUUCAAGC. The protein sequence of the target gene is MATANGAVENGQPDRKPPALPRPIRNLEVKFTKIFINNEWHESKSGKKFATCNPSTREQICEVEEGDKPDVDKAVEAAQVAFQRGSPWRRLDALSRGRLLHQLADLVERDRATLAALETMDTGKPFLHAFFIDLEGCIRTLRYFAGWADKIQGKTIPTDDNVVCFTRHEPIGVCGAITPWNFPLLMLVWKLAPALCCGNTMVLKPAEQTPLTALYLGSLIKEAGFPPGVVNIVPGFGPTVGAAISSHPQINKIAFTGSTEVGKLVKEAASRSNLKRVTLELGGKNPCIVCADADLDLAVE.... Result: 1 (interaction).